This data is from Full USPTO retrosynthesis dataset with 1.9M reactions from patents (1976-2016). The task is: Predict the reactants needed to synthesize the given product. (1) Given the product [Cl:1][C:2]1[CH:7]=[C:6]([F:8])[CH:5]=[CH:4][C:3]=1[CH2:9][NH:10][C:11](=[O:25])[CH2:12][C:13]1[C:17]([C:18]([F:21])([F:19])[F:20])=[N:16][N:15]([CH2:28][CH2:27][OH:26])[CH:14]=1, predict the reactants needed to synthesize it. The reactants are: [Cl:1][C:2]1[CH:7]=[C:6]([F:8])[CH:5]=[CH:4][C:3]=1[CH2:9][NH:10][C:11](=[O:25])[CH2:12][C:13]1[CH:14]=[N:15][N:16](CCO)[C:17]=1[C:18]([F:21])([F:20])[F:19].[OH:26][CH2:27][CH2:28]N1C=C(CC(O)=O)C(C(F)(F)F)=N1. (2) Given the product [C:12]([O:11][C:9](=[O:10])[N:27]([CH2:28][CH2:29][OH:30])[CH2:26][CH2:25][O:24][CH2:23][CH2:22][O:21][C:20]1[CH:31]=[CH:32][CH:33]=[CH:34][C:19]=1[N+:16]([O-:18])=[O:17])([CH3:13])([CH3:14])[CH3:15], predict the reactants needed to synthesize it. The reactants are: [C:9](O[C:9]([O:11][C:12]([CH3:15])([CH3:14])[CH3:13])=[O:10])([O:11][C:12]([CH3:15])([CH3:14])[CH3:13])=[O:10].[N+:16]([C:19]1[CH:34]=[CH:33][CH:32]=[CH:31][C:20]=1[O:21][CH2:22][CH2:23][O:24][CH2:25][CH2:26][NH:27][CH2:28][CH2:29][OH:30])([O-:18])=[O:17].CNCCNC. (3) Given the product [F:1][C:2]1[CH:31]=[CH:30][C:5]([C:6]([NH:8][CH2:9][C@:10]2([C:26]([F:28])([F:27])[F:29])[C:15]3[CH:16]=[C:17]([N:20]4[CH:24]=[CH:23][CH:22]=[N:21]4)[CH:18]=[CH:19][C:14]=3[NH:13][C:12](=[O:25])[O:11]2)=[O:7])=[CH:4][CH:3]=1, predict the reactants needed to synthesize it. The reactants are: [F:1][C:2]1[CH:31]=[CH:30][C:5]([C:6]([NH:8][CH2:9][C:10]2([C:26]([F:29])([F:28])[F:27])[C:15]3[CH:16]=[C:17]([N:20]4[CH:24]=[CH:23][CH:22]=[N:21]4)[CH:18]=[CH:19][C:14]=3[NH:13][C:12](=[O:25])[O:11]2)=[O:7])=[CH:4][CH:3]=1.CCCCCC. (4) Given the product [CH2:1]([N:3]1[C:7]2=[N:8][C:9]([CH2:29][CH3:30])=[C:10]([CH2:19][NH:20][C:21]([C:23]3([C:26]([NH:31][CH2:32][C:33]4[CH:34]=[C:35]([C:39]5[CH:44]=[CH:43][CH:42]=[C:41]([CH2:45][CH:46]6[CH2:51][CH2:50][N:49]([C:52]([O:54][C:55]([CH3:58])([CH3:57])[CH3:56])=[O:53])[CH2:48][CH2:47]6)[CH:40]=5)[CH:36]=[CH:37][CH:38]=4)=[O:27])[CH2:25][CH2:24]3)=[O:22])[C:11]([NH:12][CH:13]3[CH2:18][CH2:17][O:16][CH2:15][CH2:14]3)=[C:6]2[CH:5]=[N:4]1)[CH3:2], predict the reactants needed to synthesize it. The reactants are: [CH2:1]([N:3]1[C:7]2=[N:8][C:9]([CH2:29][CH3:30])=[C:10]([CH2:19][NH:20][C:21]([C:23]3([C:26](O)=[O:27])[CH2:25][CH2:24]3)=[O:22])[C:11]([NH:12][CH:13]3[CH2:18][CH2:17][O:16][CH2:15][CH2:14]3)=[C:6]2[CH:5]=[N:4]1)[CH3:2].[NH2:31][CH2:32][C:33]1[CH:34]=[C:35]([C:39]2[CH:44]=[CH:43][CH:42]=[C:41]([CH2:45][CH:46]3[CH2:51][CH2:50][N:49]([C:52]([O:54][C:55]([CH3:58])([CH3:57])[CH3:56])=[O:53])[CH2:48][CH2:47]3)[CH:40]=2)[CH:36]=[CH:37][CH:38]=1.CN(C(ON1N=NC2C=CC=CC1=2)=[N+](C)C)C.F[P-](F)(F)(F)(F)F.CCN(CC)CC. (5) Given the product [C:1]([CH2:3][NH:4][C:5]([CH:7]1[CH2:12][CH2:11][CH2:10][CH2:9][CH:8]1[CH2:13][S:29][C:24]1[CH:25]=[CH:26][C:27]([F:28])=[C:22]([F:21])[CH:23]=1)=[O:6])#[N:2], predict the reactants needed to synthesize it. The reactants are: [C:1]([CH2:3][NH:4][C:5]([CH:7]1[CH2:12][CH2:11][CH2:10][CH2:9][CH:8]1[CH2:13]Br)=[O:6])#[N:2].C(=O)([O-])[O-].[Cs+].[Cs+].[F:21][C:22]1[CH:23]=[C:24]([SH:29])[CH:25]=[CH:26][C:27]=1[F:28].C(OCC)(=O)C. (6) Given the product [CH3:30][C:29]1[C:24]([CH2:23][N:12]([CH2:11][C:6]2[CH:5]=[CH:4][C:3]([CH2:2][NH:1][C:39](=[O:40])[CH:38]([C:32]3[CH:37]=[CH:36][CH:35]=[CH:34][CH:33]=3)[CH2:42][CH3:43])=[CH:8][C:7]=2[CH2:9][OH:10])[CH:13]2[C:22]3[N:21]=[CH:20][CH:19]=[CH:18][C:17]=3[CH2:16][CH2:15][CH2:14]2)=[N:25][CH:26]=[C:27]([CH3:31])[CH:28]=1, predict the reactants needed to synthesize it. The reactants are: [NH2:1][CH2:2][C:3]1[CH:4]=[CH:5][C:6]([CH2:11][N:12]([CH2:23][C:24]2[C:29]([CH3:30])=[CH:28][C:27]([CH3:31])=[CH:26][N:25]=2)[CH:13]2[C:22]3[N:21]=[CH:20][CH:19]=[CH:18][C:17]=3[CH2:16][CH2:15][CH2:14]2)=[C:7]([CH2:9][OH:10])[CH:8]=1.[C:32]1([C@@H:38]([CH2:42][CH3:43])[C:39](O)=[O:40])[CH:37]=[CH:36][CH:35]=[CH:34][CH:33]=1.CCN=C=NCCCN(C)C.C1C=CC2N(O)N=NC=2C=1.CCN(C(C)C)C(C)C. (7) Given the product [C:1]([O:5][C:6]([N:8]1[CH2:14][CH2:13][CH2:12][N:11]([C:15]2[N:16]([CH2:31][CH2:32][O:33][CH:34]([CH3:36])[CH3:35])[C:17]3[CH:23]=[CH:22][CH:21]=[CH:20][C:18]=3[N:19]=2)[CH2:10][CH2:9]1)=[O:7])([CH3:4])([CH3:2])[CH3:3], predict the reactants needed to synthesize it. The reactants are: [C:1]([O:5][C:6]([N:8]1[CH2:14][CH2:13][CH2:12][N:11]([C:15]2[NH:19][C:18]3[CH:20]=[CH:21][CH:22]=[CH:23][C:17]=3[N:16]=2)[CH2:10][CH2:9]1)=[O:7])([CH3:4])([CH3:3])[CH3:2].[H-].[Na+].S(O[CH2:31][CH2:32][O:33][CH:34]([CH3:36])[CH3:35])(=O)(=O)C. (8) Given the product [CH2:1]([O:5][C:6](=[O:10])[C:7]([CH3:9])=[CH2:8])[CH2:2][CH2:3][CH3:4].[CH2:18]=[CH:19][C:20]1[CH:25]=[CH:24][CH:23]=[CH:22][CH:21]=1, predict the reactants needed to synthesize it. The reactants are: [CH2:1]([O:5][C:6](=[O:10])[C:7]([CH3:9])=[CH2:8])[CH2:2][CH2:3][CH3:4].[Na].C(OO)(C)(C)C.[CH2:18]=[CH:19][C:20]1[CH:25]=[CH:24][CH:23]=[CH:22][CH:21]=1. (9) The reactants are: [NH2:1][C:2]1[CH:3]=[C:4]([CH:8]=[CH:9][C:10]=1[I:11])[C:5]([OH:7])=[O:6].O=S(Cl)Cl.[CH3:16]O. Given the product [NH2:1][C:2]1[CH:3]=[C:4]([CH:8]=[CH:9][C:10]=1[I:11])[C:5]([O:7][CH3:16])=[O:6], predict the reactants needed to synthesize it. (10) Given the product [Cl:9][CH2:10][CH2:11][N:4]1[CH2:5][CH:6]([CH3:8])[O:7][CH:2]([CH3:1])[CH2:3]1, predict the reactants needed to synthesize it. The reactants are: [CH3:1][CH:2]1[O:7][CH:6]([CH3:8])[CH2:5][NH:4][CH2:3]1.[Cl:9][CH2:10][CH:11]=O.C(O)(=O)C.C(O[BH-](OC(=O)C)OC(=O)C)(=O)C.[Na+].